This data is from Full USPTO retrosynthesis dataset with 1.9M reactions from patents (1976-2016). The task is: Predict the reactants needed to synthesize the given product. (1) Given the product [NH:34]1[C:35]2[C:40](=[CH:39][CH:38]=[CH:37][CH:36]=2)[C:32]([CH2:31][CH2:30][N:29]2[CH:7]([C:6]3[CH:9]=[CH:10][C:3]([C:2]([F:12])([F:11])[F:1])=[CH:4][CH:5]=3)[C:20]([C:21](=[O:28])[C:22]3[CH:27]=[CH:26][CH:25]=[N:24][CH:23]=3)=[C:14]([OH:13])[C:15]2=[O:17])=[CH:33]1, predict the reactants needed to synthesize it. The reactants are: [F:1][C:2]([F:12])([F:11])[C:3]1[CH:10]=[CH:9][C:6]([CH:7]=O)=[CH:5][CH:4]=1.[OH:13]/[C:14](=[CH:20]\[C:21](=[O:28])[C:22]1[CH:23]=[N:24][CH:25]=[CH:26][CH:27]=1)/[C:15]([O:17]CC)=O.[NH2:29][CH2:30][CH2:31][C:32]1[C:40]2[C:35](=[CH:36][CH:37]=[CH:38][CH:39]=2)[NH:34][CH:33]=1. (2) Given the product [Cl:34][C:33]1[CH:32]=[CH:31][CH:30]=[C:29]([Cl:35])[C:28]=1[C:26]([NH:25][C@H:24]([C:36]([OH:38])=[O:37])[CH2:23][C:20]1[S:21][CH:22]=[C:18]([CH2:17][CH2:16][CH2:15][C:13]2[CH:12]=[CH:11][CH:10]=[C:9]([NH:8][CH3:6])[N:14]=2)[CH:19]=1)=[O:27], predict the reactants needed to synthesize it. The reactants are: C(O[C:6]([N:8](C)[C:9]1[N:14]=[C:13]([CH2:15][CH2:16][CH2:17][C:18]2[CH:19]=[C:20]([CH2:23][C@@H:24]([C:36]([O:38]C(C)(C)C)=[O:37])[NH:25][C:26]([C:28]3[C:33]([Cl:34])=[CH:32][CH:31]=[CH:30][C:29]=3[Cl:35])=[O:27])[S:21][CH:22]=2)[CH:12]=[CH:11][CH:10]=1)=O)(C)(C)C.C(O)(C(F)(F)F)=O.C(=O)(O)[O-]. (3) Given the product [CH3:37][O:36][CH2:35][C:32]1[O:31][C:30]([C:2]([CH:3]([NH:6][C:7](=[O:29])[CH:8]([CH2:18][S:19]([CH2:22][C:23]2[CH:28]=[CH:27][CH:26]=[CH:25][CH:24]=2)(=[O:21])=[O:20])[CH2:9][C:10](=[O:17])[N:11]2[CH2:12][CH2:13][CH2:14][CH2:15][CH2:16]2)[CH2:4][CH3:5])=[O:1])=[N:34][N:33]=1, predict the reactants needed to synthesize it. The reactants are: [OH:1][CH:2]([C:30]1[O:31][C:32]([CH2:35][O:36][CH3:37])=[N:33][N:34]=1)[CH:3]([NH:6][C:7](=[O:29])[CH:8]([CH2:18][S:19]([CH2:22][C:23]1[CH:28]=[CH:27][CH:26]=[CH:25][CH:24]=1)(=[O:21])=[O:20])[CH2:9][C:10](=[O:17])[N:11]1[CH2:16][CH2:15][CH2:14][CH2:13][CH2:12]1)[CH2:4][CH3:5].CC(OI1(OC(C)=O)(OC(C)=O)OC(=O)C2C=CC=CC1=2)=O.[O-]S([O-])(=S)=O.[Na+].[Na+].C([O-])(O)=O.[Na+].